This data is from NCI-60 drug combinations with 297,098 pairs across 59 cell lines. The task is: Regression. Given two drug SMILES strings and cell line genomic features, predict the synergy score measuring deviation from expected non-interaction effect. (1) Drug 1: CC(C)(C#N)C1=CC(=CC(=C1)CN2C=NC=N2)C(C)(C)C#N. Drug 2: C(CN)CNCCSP(=O)(O)O. Cell line: ACHN. Synergy scores: CSS=-4.25, Synergy_ZIP=5.24, Synergy_Bliss=3.47, Synergy_Loewe=-2.36, Synergy_HSA=-3.38. (2) Drug 1: CC1C(C(CC(O1)OC2CC(CC3=C2C(=C4C(=C3O)C(=O)C5=C(C4=O)C(=CC=C5)OC)O)(C(=O)CO)O)N)O.Cl. Drug 2: B(C(CC(C)C)NC(=O)C(CC1=CC=CC=C1)NC(=O)C2=NC=CN=C2)(O)O. Cell line: SK-MEL-28. Synergy scores: CSS=28.8, Synergy_ZIP=3.45, Synergy_Bliss=1.65, Synergy_Loewe=-26.5, Synergy_HSA=-8.11. (3) Drug 1: CC(C1=C(C=CC(=C1Cl)F)Cl)OC2=C(N=CC(=C2)C3=CN(N=C3)C4CCNCC4)N. Drug 2: C1CCC(C1)C(CC#N)N2C=C(C=N2)C3=C4C=CNC4=NC=N3. Cell line: NCI-H226. Synergy scores: CSS=12.7, Synergy_ZIP=-1.86, Synergy_Bliss=5.87, Synergy_Loewe=5.59, Synergy_HSA=5.40. (4) Drug 2: CC1C(C(CC(O1)OC2CC(CC3=C2C(=C4C(=C3O)C(=O)C5=C(C4=O)C(=CC=C5)OC)O)(C(=O)CO)O)N)O.Cl. Drug 1: CC(C)CN1C=NC2=C1C3=CC=CC=C3N=C2N. Synergy scores: CSS=33.3, Synergy_ZIP=-1.24, Synergy_Bliss=-3.18, Synergy_Loewe=-5.52, Synergy_HSA=-2.45. Cell line: SF-295. (5) Drug 1: CC1=C2C(C(=O)C3(C(CC4C(C3C(C(C2(C)C)(CC1OC(=O)C(C(C5=CC=CC=C5)NC(=O)OC(C)(C)C)O)O)OC(=O)C6=CC=CC=C6)(CO4)OC(=O)C)OC)C)OC. Drug 2: CN(C)C1=NC(=NC(=N1)N(C)C)N(C)C. Cell line: LOX IMVI. Synergy scores: CSS=22.4, Synergy_ZIP=-3.81, Synergy_Bliss=-5.64, Synergy_Loewe=-35.2, Synergy_HSA=-3.29. (6) Drug 1: CC12CCC3C(C1CCC2=O)CC(=C)C4=CC(=O)C=CC34C. Drug 2: CC(C)CN1C=NC2=C1C3=CC=CC=C3N=C2N. Cell line: HCC-2998. Synergy scores: CSS=32.2, Synergy_ZIP=2.17, Synergy_Bliss=-3.36, Synergy_Loewe=-5.92, Synergy_HSA=-5.96.